From a dataset of Full USPTO retrosynthesis dataset with 1.9M reactions from patents (1976-2016). Predict the reactants needed to synthesize the given product. (1) Given the product [NH2:19][C:15]1[CH:14]=[C:13]([CH:18]=[CH:17][CH:16]=1)[O:12][C:9]1[CH:8]=[C:7]2[C:6]([CH2:5][C:4](=[O:3])[NH:22]2)=[CH:11][CH:10]=1, predict the reactants needed to synthesize it. The reactants are: C([O:3][C:4](=O)[CH2:5][C:6]1[CH:11]=[CH:10][C:9]([O:12][C:13]2[CH:18]=[CH:17][CH:16]=[C:15]([N+:19]([O-])=O)[CH:14]=2)=[CH:8][C:7]=1[N+:22]([O-])=O)C. (2) Given the product [Cl:16][C:3]1[CH:4]=[C:5]([NH:9][C:10]2[N:14]=[C:13]([NH2:15])[NH:12][N:11]=2)[CH:6]=[C:7]([Cl:8])[C:2]=1[C:28]1[CH:29]=[CH:30][C:25]([O:24][CH2:23][CH:21]2[CH2:20][O:19][C:18]([CH3:40])([CH3:17])[O:22]2)=[CH:26][CH:27]=1, predict the reactants needed to synthesize it. The reactants are: Br[C:2]1[C:7]([Cl:8])=[CH:6][C:5]([NH:9][C:10]2[N:14]=[C:13]([NH2:15])[NH:12][N:11]=2)=[CH:4][C:3]=1[Cl:16].[CH3:17][C:18]1([CH3:40])[O:22][CH:21]([CH2:23][O:24][C:25]2[CH:30]=[CH:29][C:28](B3OC(C)(C)C(C)(C)O3)=[CH:27][CH:26]=2)[CH2:20][O:19]1.O1CCOCC1.O.C(=O)([O-])[O-].[K+].[K+]. (3) Given the product [F:17][C:12]([F:18])([C:13]([F:14])([F:15])[F:16])[CH2:11][O:10][C:7]1[CH:6]=[CH:5][C:4]([NH2:1])=[CH:9][CH:8]=1, predict the reactants needed to synthesize it. The reactants are: [N+:1]([C:4]1[CH:9]=[CH:8][C:7]([O:10][CH2:11][C:12]([F:18])([F:17])[C:13]([F:16])([F:15])[F:14])=[CH:6][CH:5]=1)([O-])=O. (4) Given the product [CH:10]1([C:6]2[C:5]([C:13]#[N:14])=[C:4]([OH:15])[N:25]=[C:23]([C:22]3[CH:21]=[CH:20][C:19]([N+:16]([O-:18])=[O:17])=[CH:27][CH:26]=3)[N:24]=2)[CH2:11][CH2:12]1, predict the reactants needed to synthesize it. The reactants are: C(O[C:4](=[O:15])[C:5]([C:13]#[N:14])=[C:6]([CH:10]1[CH2:12][CH2:11]1)OCC)C.[N+:16]([C:19]1[CH:27]=[CH:26][C:22]([C:23](=[NH:25])[NH2:24])=[CH:21][CH:20]=1)([O-:18])=[O:17].O.Cl.